This data is from Reaction yield outcomes from USPTO patents with 853,638 reactions. The task is: Predict the reaction yield, written as a fraction of the theoretical maximum amount of product (1.0 means a 100% yield; for example, 0.34 means a 34% yield). The reactants are C([Si](C)(C)[O:6][C:7]1[C:12]([CH3:13])=[CH:11][C:10]([C:14]2([C:24]3[CH:29]=[C:28]([CH3:30])[C:27]([O:31][Si](C(C)(C)C)(C)C)=[C:26]([CH3:39])[CH:25]=3)[C:22]3[C:17](=[CH:18][CH:19]=[CH:20][CH:21]=3)[NH:16][C:15]2=[O:23])=[CH:9][C:8]=1[CH3:40])(C)(C)C.[F:43][C:44]1[CH:45]=[C:46](B(O)O)[CH:47]=[CH:48][CH:49]=1.C(N(CC)CC)C.[F-].C([N+](CCCC)(CCCC)CCCC)CCC.Cl. The catalyst is C1COCC1.C([O-])(=O)C.[Cu+2].C([O-])(=O)C.C(OCC)(=O)C.O.ClCCl. The product is [F:43][C:44]1[CH:49]=[C:48]([N:16]2[C:17]3[C:22](=[CH:21][CH:20]=[CH:19][CH:18]=3)[C:14]([C:10]3[CH:9]=[C:8]([CH3:40])[C:7]([OH:6])=[C:12]([CH3:13])[CH:11]=3)([C:24]3[CH:29]=[C:28]([CH3:30])[C:27]([OH:31])=[C:26]([CH3:39])[CH:25]=3)[C:15]2=[O:23])[CH:47]=[CH:46][CH:45]=1. The yield is 0.590.